From a dataset of NCI-60 drug combinations with 297,098 pairs across 59 cell lines. Regression. Given two drug SMILES strings and cell line genomic features, predict the synergy score measuring deviation from expected non-interaction effect. (1) Drug 1: CCC(=C(C1=CC=CC=C1)C2=CC=C(C=C2)OCCN(C)C)C3=CC=CC=C3.C(C(=O)O)C(CC(=O)O)(C(=O)O)O. Drug 2: CCC1(CC2CC(C3=C(CCN(C2)C1)C4=CC=CC=C4N3)(C5=C(C=C6C(=C5)C78CCN9C7C(C=CC9)(C(C(C8N6C)(C(=O)OC)O)OC(=O)C)CC)OC)C(=O)OC)O.OS(=O)(=O)O. Cell line: HT29. Synergy scores: CSS=13.1, Synergy_ZIP=19.4, Synergy_Bliss=21.6, Synergy_Loewe=17.2, Synergy_HSA=17.3. (2) Drug 1: CCCS(=O)(=O)NC1=C(C(=C(C=C1)F)C(=O)C2=CNC3=C2C=C(C=N3)C4=CC=C(C=C4)Cl)F. Drug 2: C1CCN(CC1)CCOC2=CC=C(C=C2)C(=O)C3=C(SC4=C3C=CC(=C4)O)C5=CC=C(C=C5)O. Cell line: M14. Synergy scores: CSS=50.0, Synergy_ZIP=8.55, Synergy_Bliss=9.98, Synergy_Loewe=-5.35, Synergy_HSA=8.43. (3) Synergy scores: CSS=51.2, Synergy_ZIP=-10.8, Synergy_Bliss=-20.0, Synergy_Loewe=-17.3, Synergy_HSA=-15.8. Drug 2: CC1C(C(CC(O1)OC2CC(CC3=C2C(=C4C(=C3O)C(=O)C5=CC=CC=C5C4=O)O)(C(=O)C)O)N)O. Drug 1: C1=NC2=C(N1)C(=S)N=C(N2)N. Cell line: CCRF-CEM.